Predict the reactants needed to synthesize the given product. From a dataset of Full USPTO retrosynthesis dataset with 1.9M reactions from patents (1976-2016). (1) Given the product [OH:2][C:3]1[CH:4]=[C:5]([NH:11][CH2:12][CH2:13][CH3:14])[CH:6]=[CH:7][C:8]=1[OH:9], predict the reactants needed to synthesize it. The reactants are: C[O:2][C:3]1[CH:4]=[C:5]([NH:11][CH2:12][CH2:13][CH3:14])[CH:6]=[CH:7][C:8]=1[O:9]C.B(Br)(Br)Br.C[Si](I)(C)C.[S-]CC.[Na+].[S-]C1C=CC=CC=1.[K+].[C-]#N.[Na+].Br. (2) Given the product [Cl:16][C:17]1[CH:18]=[CH:19][C:20]([S:25][C:26]2[CH:27]=[CH:28][CH:29]=[CH:30][CH:31]=2)=[C:21]([CH2:23][NH:24][C:9](=[O:10])[O:11][C:12]([CH3:13])([CH3:14])[CH3:15])[CH:22]=1, predict the reactants needed to synthesize it. The reactants are: [CH3:13][C:12]([O:11][C:9](O[C:9]([O:11][C:12]([CH3:15])([CH3:14])[CH3:13])=[O:10])=[O:10])([CH3:15])[CH3:14].[Cl:16][C:17]1[CH:18]=[CH:19][C:20]([S:25][C:26]2[CH:31]=[CH:30][CH:29]=[CH:28][CH:27]=2)=[C:21]([CH2:23][NH2:24])[CH:22]=1. (3) Given the product [CH3:6][C:4]([N:7]1[CH2:8][CH2:9][CH:10]([O:13][C:14]2[C:15]([C:28]3[CH:33]=[CH:32][CH:31]=[CH:30][CH:29]=3)=[N:16][C:17]3[C:22]([C:23]=2[C:24]([OH:26])=[O:25])=[CH:21][CH:20]=[CH:19][CH:18]=3)[CH2:11][CH2:12]1)([CH3:3])[CH3:5], predict the reactants needed to synthesize it. The reactants are: [OH-].[K+].[CH3:3][C:4]([N:7]1[CH2:12][CH2:11][CH:10]([O:13][C:14]2[C:15]([C:28]3[CH:33]=[CH:32][CH:31]=[CH:30][CH:29]=3)=[N:16][C:17]3[C:22]([C:23]=2[C:24]([O:26]C)=[O:25])=[CH:21][CH:20]=[CH:19][CH:18]=3)[CH2:9][CH2:8]1)([CH3:6])[CH3:5]. (4) The reactants are: [CH:1]1([C@H:7]([NH:31]C(=O)OC(C)(C)C)[C:8](=[O:30])[NH:9][C:10]2[CH:11]=[C:12]3[C:28](=[O:29])[NH:27][N:26]=[CH:25][C:14]4=[C:15]([C:19]5[CH:24]=[CH:23][CH:22]=[CH:21][CH:20]=5)[NH:16][C:17]([CH:18]=2)=[C:13]34)[CH2:6][CH2:5][CH2:4][CH2:3][CH2:2]1.[C:39]([OH:45])([C:41]([F:44])([F:43])[F:42])=[O:40].C(Cl)Cl. Given the product [F:42][C:41]([F:44])([F:43])[C:39]([OH:45])=[O:40].[NH2:31][C@@H:7]([CH:1]1[CH2:6][CH2:5][CH2:4][CH2:3][CH2:2]1)[C:8]([NH:9][C:10]1[CH:11]=[C:12]2[C:28](=[O:29])[NH:27][N:26]=[CH:25][C:14]3=[C:15]([C:19]4[CH:24]=[CH:23][CH:22]=[CH:21][CH:20]=4)[NH:16][C:17]([CH:18]=1)=[C:13]23)=[O:30], predict the reactants needed to synthesize it. (5) Given the product [OH:12][C:13]1[C:18]([CH2:19][CH2:20][CH3:21])=[C:17]([O:22][CH2:2][C:3]2[CH:8]=[CH:7][CH:6]=[C:5]([N+:9]([O-:11])=[O:10])[CH:4]=2)[CH:16]=[CH:15][C:14]=1[C:23](=[O:25])[CH3:24], predict the reactants needed to synthesize it. The reactants are: Br[CH2:2][C:3]1[CH:4]=[C:5]([N+:9]([O-:11])=[O:10])[CH:6]=[CH:7][CH:8]=1.[OH:12][C:13]1[C:18]([CH2:19][CH2:20][CH3:21])=[C:17]([OH:22])[CH:16]=[CH:15][C:14]=1[C:23](=[O:25])[CH3:24].C(=O)([O-])[O-].[K+].[K+].C(=O)([O-])[O-].[Cs+].[Cs+]. (6) Given the product [O:1]1[C:5]2[CH:6]=[CH:7][CH:8]=[CH:9][C:4]=2[N:3]=[C:2]1[NH:10][C:13]([N:43]1[CH2:44][CH2:45][N:40]([CH2:39][C:38]2[CH:46]=[CH:47][CH:48]=[C:36]([O:35][C:34]3[CH:49]=[CH:50][C:31]([Cl:30])=[CH:32][CH:33]=3)[CH:37]=2)[CH2:41][CH2:42]1)=[O:14], predict the reactants needed to synthesize it. The reactants are: [O:1]1[C:5]2[CH:6]=[CH:7][CH:8]=[CH:9][C:4]=2[N:3]=[C:2]1[NH2:10].C1C(=O)N(OC(ON2C(=O)CCC2=O)=O)[C:13](=[O:14])C1.Cl.[Cl:30][C:31]1[CH:50]=[CH:49][C:34]([O:35][C:36]2[CH:37]=[C:38]([CH:46]=[CH:47][CH:48]=2)[CH2:39][N:40]2[CH2:45][CH2:44][NH:43][CH2:42][CH2:41]2)=[CH:33][CH:32]=1.C(N(C(C)C)CC)(C)C.